Dataset: Forward reaction prediction with 1.9M reactions from USPTO patents (1976-2016). Task: Predict the product of the given reaction. (1) Given the reactants [CH2:1]([O:8][CH2:9][N:10]1[C:14]2[CH:15]=[N:16][NH:17][C:18](=[O:19])[C:13]=2[C:12](I)=[CH:11]1)[C:2]1[CH:7]=[CH:6][CH:5]=[CH:4][CH:3]=1.[CH2:21]([O:25]C=C)[CH2:22]CC, predict the reaction product. The product is: [C:21]([C:12]1[C:13]2[C:18](=[O:19])[NH:17][N:16]=[CH:15][C:14]=2[N:10]([CH2:9][O:8][CH2:1][C:2]2[CH:7]=[CH:6][CH:5]=[CH:4][CH:3]=2)[CH:11]=1)(=[O:25])[CH3:22]. (2) Given the reactants [Cl:1][C:2]1[N:7]=[C:6](Cl)[C:5]([CH3:9])=[CH:4][N:3]=1.C(N(CC)CC)C.[NH2:17][CH2:18][CH:19]1[CH2:24][CH2:23][N:22]([C:25]([O:27][CH2:28][C:29]2[CH:34]=[CH:33][CH:32]=[CH:31][CH:30]=2)=[O:26])[CH2:21][CH2:20]1, predict the reaction product. The product is: [CH2:28]([O:27][C:25]([N:22]1[CH2:23][CH2:24][CH:19]([CH2:18][NH:17][C:6]2[C:5]([CH3:9])=[CH:4][N:3]=[C:2]([Cl:1])[N:7]=2)[CH2:20][CH2:21]1)=[O:26])[C:29]1[CH:34]=[CH:33][CH:32]=[CH:31][CH:30]=1. (3) Given the reactants Br[C:2]1[CH:14]=[CH:13][C:5]([C:6]([NH:8][S:9]([CH3:12])(=[O:11])=[O:10])=[O:7])=[CH:4][C:3]=1[CH3:15].[Cl:16][C:17]1[C:18]([F:32])=[N:19][CH:20]=[C:21](B2OC(C)(C)C(C)(C)O2)[CH:22]=1.C([O-])([O-])=O.[Na+].[Na+], predict the reaction product. The product is: [Cl:16][C:17]1[CH:22]=[C:21]([C:2]2[CH:14]=[CH:13][C:5]([C:6]([NH:8][S:9]([CH3:12])(=[O:11])=[O:10])=[O:7])=[CH:4][C:3]=2[CH3:15])[CH:20]=[N:19][C:18]=1[F:32]. (4) Given the reactants O1CCCO[CH:2]1[CH2:7][CH2:8][C:9]1[C:10]2[N:19]=[C:18]([C:20]3[CH:25]=[CH:24][C:23]([F:26])=[CH:22][CH:21]=3)[CH:17]=[CH:16][C:11]=2[N:12]=[C:13]([NH2:15])[N:14]=1.ClC1N=C(C2CC2)C2N=C(C3C=CC(F)=CC=3)C=CC=2N=1, predict the reaction product. The product is: [CH:8]1([C:9]2[C:10]3[N:19]=[C:18]([C:20]4[CH:21]=[CH:22][C:23]([F:26])=[CH:24][CH:25]=4)[CH:17]=[CH:16][C:11]=3[N:12]=[C:13]([NH2:15])[N:14]=2)[CH2:7][CH2:2]1. (5) Given the reactants C(OC([N:8]1[CH2:13][CH2:12][S:11](=[O:15])(=[O:14])[CH:10]([C:16]2[CH:21]=[CH:20][CH:19]=[C:18]([O:22][CH3:23])[CH:17]=2)[CH2:9]1)=O)(C)(C)C.C(O)(C(F)(F)F)=O, predict the reaction product. The product is: [CH3:23][O:22][C:18]1[CH:17]=[C:16]([CH:10]2[S:11](=[O:15])(=[O:14])[CH2:12][CH2:13][NH:8][CH2:9]2)[CH:21]=[CH:20][CH:19]=1.